From a dataset of Full USPTO retrosynthesis dataset with 1.9M reactions from patents (1976-2016). Predict the reactants needed to synthesize the given product. (1) Given the product [CH3:1][O:2][C:3]1[CH:4]=[C:5]([CH:26]=[CH:27][C:28]=1[O:29][CH3:30])[O:6][CH2:7][C:8]1[N:12]([CH3:13])[N:11]=[C:10]([C@@H:14]2[CH2:18][CH2:17][CH2:16][NH:15]2)[CH:9]=1, predict the reactants needed to synthesize it. The reactants are: [CH3:1][O:2][C:3]1[CH:4]=[C:5]([CH:26]=[CH:27][C:28]=1[O:29][CH3:30])[O:6][CH2:7][C:8]1[N:12]([CH3:13])[N:11]=[C:10]([C@@H:14]2[CH2:18][CH2:17][CH2:16][N:15]2C(OC(C)(C)C)=O)[CH:9]=1.C(O)(C(F)(F)F)=O. (2) Given the product [Cl:1][C:2]1[CH:3]=[C:4]([C:9]2[N:13]([C:14]3[CH:19]=[CH:18][C:17]([F:20])=[C:16]([C:21]#[N:22])[CH:15]=3)[N:12]=[C:11]([C:23]([OH:25])=[O:24])[CH:10]=2)[CH:5]=[C:6]([F:8])[CH:7]=1, predict the reactants needed to synthesize it. The reactants are: [Cl:1][C:2]1[CH:3]=[C:4]([C:9]2[N:13]([C:14]3[CH:19]=[CH:18][C:17]([F:20])=[C:16]([C:21]#[N:22])[CH:15]=3)[N:12]=[C:11]([C:23]([O:25]CC)=[O:24])[CH:10]=2)[CH:5]=[C:6]([F:8])[CH:7]=1.ClC1C=C(N2C(C3C=C(F)C=C(Cl)C=3)=CC(C(O)=O)=N2)C=CC=1F. (3) The reactants are: [Cl:1][C:2]1[CH:8]=[C:7]([Cl:9])[CH:6]=[CH:5][C:3]=1[NH2:4].CC(C)([O-])C.[K+].[C:16]([C:18]1[CH:23]=[CH:22][C:21](F)=[CH:20][N:19]=1)#[N:17]. Given the product [Cl:1][C:2]1[CH:8]=[C:7]([Cl:9])[CH:6]=[CH:5][C:3]=1[NH:4][C:21]1[CH:22]=[CH:23][C:18]([C:16]#[N:17])=[N:19][CH:20]=1, predict the reactants needed to synthesize it.